Dataset: HIV replication inhibition screening data with 41,000+ compounds from the AIDS Antiviral Screen. Task: Binary Classification. Given a drug SMILES string, predict its activity (active/inactive) in a high-throughput screening assay against a specified biological target. (1) The compound is COc1cc(C(Cc2ccnc3ccccc23)Cc2ccnc3ccccc23)ccc1N(C)C. The result is 0 (inactive). (2) The compound is CC1(CO)CCC(n2ccc(=N)[nH]c2=O)O1. The result is 1 (active). (3) The molecule is CC(O)CCC(=O)c1ccoc1. The result is 0 (inactive). (4) The drug is Nc1ccc(C=Cc2ccc3ncccc3c2)cc1. The result is 0 (inactive). (5) The compound is CC(=O)N=C1N(C)C(=Cc2cccc([N+](=O)[O-])c2)C(=O)N1C=C1C(=O)Oc2ccccc2C1=O. The result is 0 (inactive). (6) The drug is Cl.Cn1c2ccccc2c(=O)c2c([N+](=O)[O-])ccc(NCCN)c21. The result is 0 (inactive). (7) The molecule is CC(c1ccccc1)[PH](c1ccccc1)(c1ccccc1)c1ccccc1. The result is 0 (inactive). (8) The result is 0 (inactive). The molecule is OCC1NC(CO)C(O)C1O. (9) The compound is CC12c3ccccc3C(c3ccccc31)C1C(=O)OC(=O)C12. The result is 0 (inactive). (10) The molecule is Cc1ccc(O)c(C(c2ccc([N+](=O)[O-])cc2)c2cc(C)ccc2O)c1. The result is 0 (inactive).